Task: Regression. Given two drug SMILES strings and cell line genomic features, predict the synergy score measuring deviation from expected non-interaction effect.. Dataset: NCI-60 drug combinations with 297,098 pairs across 59 cell lines (1) Drug 2: CC=C1C(=O)NC(C(=O)OC2CC(=O)NC(C(=O)NC(CSSCCC=C2)C(=O)N1)C(C)C)C(C)C. Synergy scores: CSS=39.7, Synergy_ZIP=0.0994, Synergy_Bliss=1.19, Synergy_Loewe=-38.2, Synergy_HSA=0.475. Drug 1: CNC(=O)C1=CC=CC=C1SC2=CC3=C(C=C2)C(=NN3)C=CC4=CC=CC=N4. Cell line: NCI-H322M. (2) Synergy scores: CSS=40.0, Synergy_ZIP=-6.72, Synergy_Bliss=-6.61, Synergy_Loewe=-5.23, Synergy_HSA=-2.19. Cell line: T-47D. Drug 1: C1=CC(=CC=C1CCCC(=O)O)N(CCCl)CCCl. Drug 2: CCC1=C2CN3C(=CC4=C(C3=O)COC(=O)C4(CC)O)C2=NC5=C1C=C(C=C5)O.